This data is from NCI-60 drug combinations with 297,098 pairs across 59 cell lines. The task is: Regression. Given two drug SMILES strings and cell line genomic features, predict the synergy score measuring deviation from expected non-interaction effect. (1) Drug 1: C1CCN(CC1)CCOC2=CC=C(C=C2)C(=O)C3=C(SC4=C3C=CC(=C4)O)C5=CC=C(C=C5)O. Drug 2: CC1=C2C(C(=O)C3(C(CC4C(C3C(C(C2(C)C)(CC1OC(=O)C(C(C5=CC=CC=C5)NC(=O)C6=CC=CC=C6)O)O)OC(=O)C7=CC=CC=C7)(CO4)OC(=O)C)O)C)OC(=O)C. Cell line: OVCAR-8. Synergy scores: CSS=36.3, Synergy_ZIP=4.96, Synergy_Bliss=4.47, Synergy_Loewe=-45.2, Synergy_HSA=0.529. (2) Drug 1: C1CN(CCN1C(=O)CCBr)C(=O)CCBr. Drug 2: C1=NNC2=C1C(=O)NC=N2. Cell line: COLO 205. Synergy scores: CSS=28.6, Synergy_ZIP=-7.11, Synergy_Bliss=-1.10, Synergy_Loewe=-6.66, Synergy_HSA=-2.71.